From a dataset of Full USPTO retrosynthesis dataset with 1.9M reactions from patents (1976-2016). Predict the reactants needed to synthesize the given product. (1) Given the product [NH2:11][C:12]1[N:13]=[C:14]([N:23]2[CH2:24][CH2:25][N:26]([C:29](=[O:39])[CH2:30][O:31][C:32]3[CH:37]=[CH:36][C:35]([Cl:38])=[CH:34][CH:33]=3)[CH2:27][CH2:28]2)[C:15]2[N:21]=[C:20]([C:6]3[C:2]([CH3:1])=[N:3][O:4][C:5]=3[CH3:10])[CH:19]=[CH:18][C:16]=2[N:17]=1, predict the reactants needed to synthesize it. The reactants are: [CH3:1][C:2]1[C:6](B(O)O)=[C:5]([CH3:10])[O:4][N:3]=1.[NH2:11][C:12]1[N:13]=[C:14]([N:23]2[CH2:28][CH2:27][N:26]([C:29](=[O:39])[CH2:30][O:31][C:32]3[CH:37]=[CH:36][C:35]([Cl:38])=[CH:34][CH:33]=3)[CH2:25][CH2:24]2)[C:15]2[N:21]=[C:20](Cl)[CH:19]=[CH:18][C:16]=2[N:17]=1. (2) Given the product [F:1][C:2]1[CH:3]=[CH:4][C:5]2[N:9]=[CH:8][N:7]([CH2:10][C:11]([NH:16][CH:17]([C:19]3[CH:24]=[CH:23][C:22]([C:25]([C:26]#[N:27])([CH3:29])[CH3:28])=[C:21]([CH3:30])[CH:20]=3)[CH3:18])=[O:13])[C:6]=2[C:14]=1[F:15], predict the reactants needed to synthesize it. The reactants are: [F:1][C:2]1[CH:3]=[CH:4][C:5]2[N:9]=[CH:8][N:7]([CH2:10][C:11]([OH:13])=O)[C:6]=2[C:14]=1[F:15].[NH2:16][CH:17]([C:19]1[CH:24]=[CH:23][C:22]([C:25]([CH3:29])([CH3:28])[C:26]#[N:27])=[C:21]([CH3:30])[CH:20]=1)[CH3:18].CN(C(ON1N=NC2C=CC=NC1=2)=[N+](C)C)C.F[P-](F)(F)(F)(F)F. (3) The reactants are: COC1C=C2C(=CC=1)CC(C1C=CC(C(F)(F)F)=CC=1N)CC2.Cl.[F:25][C:26]1[CH:27]=[C:28]([CH:32]=[CH:33][C:34]=1[O:35][CH2:36][CH2:37][N:38]1[CH2:43][CH2:42][CH2:41][CH2:40][CH2:39]1)[C:29](O)=O.FC1C=[C:47](C=CC=1OCCN1CCCCC1)[CH2:48][NH:49][C:50]1[CH:55]=[C:54]([C:56]([F:59])([F:58])[F:57])[CH:53]=[CH:52][C:51]=1[CH:60]1[CH2:69][CH2:68][C:67]2[C:62](=[CH:63][CH:64]=[C:65]([O:70][CH3:71])[CH:66]=2)[CH2:61]1. Given the product [CH2:48]([N:49]([CH2:29][C:28]1[CH:32]=[CH:33][C:34]([O:35][CH2:36][CH2:37][N:38]2[CH2:43][CH2:42][CH2:41][CH2:40][CH2:39]2)=[C:26]([F:25])[CH:27]=1)[C:50]1[CH:55]=[C:54]([C:56]([F:57])([F:58])[F:59])[CH:53]=[CH:52][C:51]=1[CH:60]1[CH2:69][CH2:68][C:67]2[C:62](=[CH:63][CH:64]=[C:65]([O:70][CH3:71])[CH:66]=2)[CH2:61]1)[CH3:47], predict the reactants needed to synthesize it. (4) Given the product [CH2:1]([O:8][C@@H:9]1[C@@H:14]([O:15][CH2:16][C:17]2[CH:18]=[CH:19][CH:20]=[CH:21][CH:22]=2)[C@H:13]([O:23][CH2:24][C:25]2[CH:30]=[CH:29][CH:28]=[CH:27][CH:26]=2)[C@@H:12]([CH2:31][O:32][CH2:33][C:34]2[CH:39]=[CH:38][CH:37]=[CH:36][CH:35]=2)[O:11][C@:10]21[C:47]1[C:42](=[CH:43][C:44]([Cl:57])=[C:45]([CH2:48][C:49]3[CH:54]=[CH:53][C:52]([CH2:55][CH3:56])=[CH:51][CH:50]=3)[CH:46]=1)[CH:41]([O:58][CH3:61])[CH2:40]2)[C:2]1[CH:3]=[CH:4][CH:5]=[CH:6][CH:7]=1, predict the reactants needed to synthesize it. The reactants are: [CH2:1]([O:8][C@@H:9]1[C@@H:14]([O:15][CH2:16][C:17]2[CH:22]=[CH:21][CH:20]=[CH:19][CH:18]=2)[C@H:13]([O:23][CH2:24][C:25]2[CH:30]=[CH:29][CH:28]=[CH:27][CH:26]=2)[C@@H:12]([CH2:31][O:32][CH2:33][C:34]2[CH:39]=[CH:38][CH:37]=[CH:36][CH:35]=2)[O:11][C@:10]21[C:47]1[C:42](=[CH:43][C:44]([Cl:57])=[C:45]([CH2:48][C:49]3[CH:54]=[CH:53][C:52]([CH2:55][CH3:56])=[CH:51][CH:50]=3)[CH:46]=1)[CH:41]([OH:58])[CH2:40]2)[C:2]1[CH:7]=[CH:6][CH:5]=[CH:4][CH:3]=1.[H-].[Na+].[CH3:61]I. (5) Given the product [BrH:2].[Br-:1].[NH2:25][CH2:3][CH2:4][CH2:5][P+:6]([C:19]1[CH:24]=[CH:23][CH:22]=[CH:21][CH:20]=1)([C:13]1[CH:18]=[CH:17][CH:16]=[CH:15][CH:14]=1)[C:7]1[CH:12]=[CH:11][CH:10]=[CH:9][CH:8]=1, predict the reactants needed to synthesize it. The reactants are: [Br-:1].[Br:2][CH2:3][CH2:4][CH2:5][P+:6]([C:19]1[CH:24]=[CH:23][CH:22]=[CH:21][CH:20]=1)([C:13]1[CH:18]=[CH:17][CH:16]=[CH:15][CH:14]=1)[C:7]1[CH:12]=[CH:11][CH:10]=[CH:9][CH:8]=1.[NH3:25].CO. (6) Given the product [CH3:13][C:12]1[CH:11]=[CH:10][C:9]2[NH:8][CH:7]=[CH:6][C:5]=2[C:4]=1[B:24]([OH:25])[OH:23], predict the reactants needed to synthesize it. The reactants are: [H-].[K+].Br[C:4]1[C:12]([CH3:13])=[CH:11][CH:10]=[C:9]2[C:5]=1[CH:6]=[CH:7][NH:8]2.C([Li])(C)(C)C.C([O:23][B:24](OCCCC)[O:25]CCCC)CCC. (7) Given the product [CH3:31][C:32]1[CH:40]=[CH:39][C:35]([C:36]([NH:23][C:19]2[CH:18]=[C:17]([C:16]3[N:11]4[N:12]=[CH:13][CH:14]=[CH:15][C:10]4=[N:9][C:8]=3[C:4]3[CH:5]=[CH:6][CH:7]=[C:2]([CH3:1])[CH:3]=3)[CH:22]=[CH:21][N:20]=2)=[O:37])=[CH:34][CH:33]=1, predict the reactants needed to synthesize it. The reactants are: [CH3:1][C:2]1[CH:3]=[C:4]([C:8]2[N:9]=[C:10]3[CH:15]=[CH:14][CH:13]=[N:12][N:11]3[C:16]=2[C:17]2[CH:22]=[CH:21][N:20]=[C:19]([NH2:23])[CH:18]=2)[CH:5]=[CH:6][CH:7]=1.C(N(CC)CC)C.[CH3:31][C:32]1[CH:40]=[CH:39][C:35]([C:36](Cl)=[O:37])=[CH:34][CH:33]=1.C(=O)([O-])O.[Na+]. (8) Given the product [C:24](=[O:25])([O:13][CH2:1][CH2:2][CH2:3][CH2:4][CH2:5][CH2:6][CH2:7][CH2:8][CH2:9][CH2:10][CH2:11][CH3:12])[O:23][CH2:22][Cl:21], predict the reactants needed to synthesize it. The reactants are: [CH2:1]([OH:13])[CH2:2][CH2:3][CH2:4][CH2:5][CH2:6][CH2:7][CH2:8][CH2:9][CH2:10][CH2:11][CH3:12].CCN(CC)CC.[Cl:21][CH2:22][O:23][C:24](Cl)=[O:25]. (9) Given the product [NH2:30][C:20]1[C:19]2[N:18]([C:17]([CH:25]3[CH2:28][CH2:27][CH2:26]3)=[N:16][C:15]=2[C:11]2[CH:12]=[CH:13][CH:14]=[C:9]([O:8][CH2:1][C:2]3[CH:7]=[CH:6][CH:5]=[CH:4][CH:3]=3)[C:10]=2[F:29])[CH:23]=[CH:22][N:21]=1, predict the reactants needed to synthesize it. The reactants are: [CH2:1]([O:8][C:9]1[C:10]([F:29])=[C:11]([C:15]2[N:16]=[C:17]([CH:25]3[CH2:28][CH2:27][CH2:26]3)[N:18]3[CH:23]=[CH:22][N:21]=[C:20](Cl)[C:19]=23)[CH:12]=[CH:13][CH:14]=1)[C:2]1[CH:7]=[CH:6][CH:5]=[CH:4][CH:3]=1.[NH3:30].